Task: Predict which catalyst facilitates the given reaction.. Dataset: Catalyst prediction with 721,799 reactions and 888 catalyst types from USPTO (1) Reactant: [NH2:1][C@@H:2]([C:4]([OH:6])=[O:5])[CH3:3].[C:7]([O-:10])([O-])=[O:8].[K+].[K+].C(O)(=O)[CH2:14][C:15]([CH2:20]C(O)=O)([C:17](O)=O)O. Product: [C:15]([O:10][C:7]([NH:1][C@H:2]([CH3:3])[C:4]([OH:6])=[O:5])=[O:8])([CH3:20])([CH3:17])[CH3:14]. The catalyst class is: 72. (2) Reactant: [CH2:1]([O:8][CH2:9][CH2:10][N:11]([CH2:37][CH2:38][CH2:39][CH2:40][OH:41])[C:12]([C:14]1[NH:15][C:16](=[O:36])[C:17]([O:34][CH3:35])=[C:18]2[C:23]=1[CH2:22][CH2:21][N:20]([CH2:24][C:25]1[CH:30]=[CH:29][C:28]([F:31])=[C:27]([Cl:32])[CH:26]=1)[C:19]2=[O:33])=[O:13])[C:2]1[CH:7]=[CH:6][CH:5]=[CH:4][CH:3]=1.C(N(C(C)C)CC)(C)C.[CH3:51][S:52](O[S:52]([CH3:51])(=[O:54])=[O:53])(=[O:54])=[O:53]. Product: [CH2:1]([O:8][CH2:9][CH2:10][N:11]([CH2:37][CH2:38][CH2:39][CH2:40][O:41][S:52]([CH3:51])(=[O:54])=[O:53])[C:12]([C:14]1[NH:15][C:16](=[O:36])[C:17]([O:34][CH3:35])=[C:18]2[C:23]=1[CH2:22][CH2:21][N:20]([CH2:24][C:25]1[CH:30]=[CH:29][C:28]([F:31])=[C:27]([Cl:32])[CH:26]=1)[C:19]2=[O:33])=[O:13])[C:2]1[CH:3]=[CH:4][CH:5]=[CH:6][CH:7]=1. The catalyst class is: 4.